From a dataset of Peptide-MHC class I binding affinity with 185,985 pairs from IEDB/IMGT. Regression. Given a peptide amino acid sequence and an MHC pseudo amino acid sequence, predict their binding affinity value. This is MHC class I binding data. (1) The peptide sequence is NGQFIHFYR. The MHC is HLA-A11:01 with pseudo-sequence HLA-A11:01. The binding affinity (normalized) is 0.276. (2) The peptide sequence is VSFIEFVGW. The MHC is HLA-A31:01 with pseudo-sequence HLA-A31:01. The binding affinity (normalized) is 0.117. (3) The peptide sequence is YMYRVWSPL. The MHC is HLA-C04:01 with pseudo-sequence HLA-C04:01. The binding affinity (normalized) is 0.213. (4) The peptide sequence is THIVRGRDL. The MHC is HLA-B08:01 with pseudo-sequence HLA-B08:01. The binding affinity (normalized) is 0.0847. (5) The peptide sequence is WIPKRNRSI. The MHC is HLA-A30:01 with pseudo-sequence HLA-A30:01. The binding affinity (normalized) is 0.0847. (6) The peptide sequence is AISRLRTQK. The MHC is HLA-A69:01 with pseudo-sequence HLA-A69:01. The binding affinity (normalized) is 0.0847. (7) The peptide sequence is VQLDWQGDY. The MHC is HLA-B15:02 with pseudo-sequence HLA-B15:02. The binding affinity (normalized) is 0.574.